Dataset: Reaction yield outcomes from USPTO patents with 853,638 reactions. Task: Predict the reaction yield, written as a fraction of the theoretical maximum amount of product (1.0 means a 100% yield; for example, 0.34 means a 34% yield). (1) The catalyst is CS(C)=O.[Cu]I. The reactants are [CH2:1]([O:8][C:9]1[CH:14]=[CH:13][NH:12][C:11](=[O:15])[CH:10]=1)[C:2]1[CH:7]=[CH:6][CH:5]=[CH:4][CH:3]=1.Br[C:17]1[CH:25]=[C:24]2[C:20]([C:21]3[CH2:39][CH2:38][N:37]([C:40]([O:42][C:43]([CH3:46])([CH3:45])[CH3:44])=[O:41])[CH2:36][C:22]=3[N:23]2[S:26]([C:29]2[CH:35]=[CH:34][C:32]([CH3:33])=[CH:31][CH:30]=2)(=[O:28])=[O:27])=[CH:19][CH:18]=1.OC1C=CC=C2C=1N=CC=C2.C([O-])([O-])=O.[Cs+].[Cs+]. The product is [CH2:1]([O:8][C:9]1[CH:14]=[CH:13][N:12]([C:17]2[CH:25]=[C:24]3[C:20]([C:21]4[CH2:39][CH2:38][N:37]([C:40]([O:42][C:43]([CH3:46])([CH3:45])[CH3:44])=[O:41])[CH2:36][C:22]=4[N:23]3[S:26]([C:29]3[CH:30]=[CH:31][C:32]([CH3:33])=[CH:34][CH:35]=3)(=[O:28])=[O:27])=[CH:19][CH:18]=2)[C:11](=[O:15])[CH:10]=1)[C:2]1[CH:3]=[CH:4][CH:5]=[CH:6][CH:7]=1. The yield is 0.540. (2) The reactants are [F:1][C:2]1[CH:7]=[CH:6][C:5]([OH:8])=[CH:4][CH:3]=1.N1C=CC=CC=1.[F:15][C:16]([F:29])([F:28])[S:17](O[S:17]([C:16]([F:29])([F:28])[F:15])(=[O:19])=[O:18])(=[O:19])=[O:18]. The catalyst is C(Cl)Cl.CCOCC. The product is [F:15][C:16]([F:29])([F:28])[S:17]([O:8][C:5]1[CH:6]=[CH:7][C:2]([F:1])=[CH:3][CH:4]=1)(=[O:19])=[O:18]. The yield is 0.990. (3) The catalyst is C(#N)C.C(Cl)Cl.CO. The product is [Na+:44].[Cl:1][C:2]1[CH:3]=[CH:4][C:5]([O:15][CH2:16][CH:17]([CH3:19])[CH3:18])=[C:6]([C:8]2[N:20]([C:21]3[CH:22]=[C:23]([C:27]([F:30])=[CH:28][CH:29]=3)[C:24]([O-:26])=[O:25])[C:11]([CH3:12])=[CH:10][CH:9]=2)[CH:7]=1. The reactants are [Cl:1][C:2]1[CH:3]=[CH:4][C:5]([O:15][CH2:16][CH:17]([CH3:19])[CH3:18])=[C:6]([C:8](=O)[CH2:9][CH2:10][C:11](=O)[CH3:12])[CH:7]=1.[NH2:20][C:21]1[CH:22]=[C:23]([C:27]([F:30])=[CH:28][CH:29]=1)[C:24]([OH:26])=[O:25].CC1C=CC(S(O)(=O)=O)=CC=1.Cl.[OH-].[Na+:44]. The yield is 0.380.